This data is from Full USPTO retrosynthesis dataset with 1.9M reactions from patents (1976-2016). The task is: Predict the reactants needed to synthesize the given product. (1) Given the product [C:1]([O:5][C:6](=[O:48])[NH:7][C@H:8]([C@@H:29]1[O:33][C:32](=[O:34])[N:31]([C:35]2([C:38]3[CH:43]=[CH:42][CH:41]=[C:40]([C:44]([CH3:47])([CH3:46])[CH3:45])[CH:39]=3)[CH2:36][CH2:37]2)[CH2:30]1)[CH2:9][C:10]1[CH:11]=[CH:12][C:13]([NH:16]/[C:17](/[S:28][CH3:51])=[CH:18]/[C:19]([C:21]2[CH:26]=[CH:25][C:24]([F:27])=[CH:23][CH:22]=2)=[O:20])=[CH:14][CH:15]=1)([CH3:3])([CH3:4])[CH3:2], predict the reactants needed to synthesize it. The reactants are: [C:1]([O:5][C:6](=[O:48])[NH:7][C@H:8]([C@@H:29]1[O:33][C:32](=[O:34])[N:31]([C:35]2([C:38]3[CH:43]=[CH:42][CH:41]=[C:40]([C:44]([CH3:47])([CH3:46])[CH3:45])[CH:39]=3)[CH2:37][CH2:36]2)[CH2:30]1)[CH2:9][C:10]1[CH:15]=[CH:14][C:13]([NH:16]/[C:17](/[SH:28])=[CH:18]/[C:19]([C:21]2[CH:26]=[CH:25][C:24]([F:27])=[CH:23][CH:22]=2)=[O:20])=[CH:12][CH:11]=1)([CH3:4])([CH3:3])[CH3:2].[H-].[Na+].[CH3:51]I.[NH4+].[Cl-]. (2) Given the product [ClH:94].[ClH:94].[NH:12]1[C:11]2[CH:34]=[CH:35][C:8]([C:6]3[CH:5]=[CH:4][C:3]([CH2:36][NH:37][CH:38]4[CH2:46][C:45]5[C:40](=[CH:41][CH:42]=[CH:43][CH:44]=5)[CH2:39]4)=[C:2]([CH3:1])[CH:7]=3)=[CH:9][C:10]=2[N:14]=[CH:13]1, predict the reactants needed to synthesize it. The reactants are: [CH3:1][C:2]1[CH:7]=[C:6]([C:8]2[CH:35]=[CH:34][C:11]3[N:12](C(C4C=CC=CC=4)(C4C=CC=CC=4)C4C=CC=CC=4)[CH:13]=[N:14][C:10]=3[CH:9]=2)[CH:5]=[CH:4][C:3]=1[CH2:36][NH:37][CH:38]1[CH2:46][C:45]2[C:40](=[CH:41][CH:42]=[CH:43][CH:44]=2)[CH2:39]1.CC1C=C(C2C=CC3N=CN(C(C4C=CC=CC=4)(C4C=CC=CC=4)C4C=CC=CC=4)C=3C=2)C=CC=1CNC1CC2C(=CC=CC=2)C1.O.[ClH:94]. (3) Given the product [F:11][C:9]1[CH:10]=[C:2]([OH:12])[C:3](=[CH:7][CH:8]=1)[C:4]([OH:6])=[O:5], predict the reactants needed to synthesize it. The reactants are: F[C:2]1[CH:10]=[C:9]([F:11])[CH:8]=[CH:7][C:3]=1[C:4]([OH:6])=[O:5].[OH-:12].[Na+].Cl. (4) Given the product [N:30]1([C:27]([C@H:9]2[N:8]([CH2:7][CH:1]3[CH2:6][CH2:5][CH2:4][CH2:3][CH2:2]3)[CH2:12][C@@H:11]([NH:13][C:14]([C:16]3[CH:25]=[CH:24][C:23]4[C:18](=[CH:19][CH:20]=[CH:21][CH:22]=4)[C:17]=3[OH:26])=[O:15])[CH2:10]2)=[O:28])[CH2:33][CH2:32][CH2:31]1, predict the reactants needed to synthesize it. The reactants are: [CH:1]1([CH2:7][N:8]2[CH2:12][C@@H:11]([NH:13][C:14]([C:16]3[CH:25]=[CH:24][C:23]4[C:18](=[CH:19][CH:20]=[CH:21][CH:22]=4)[C:17]=3[OH:26])=[O:15])[CH2:10][C@H:9]2[C:27](O)=[O:28])[CH2:6][CH2:5][CH2:4][CH2:3][CH2:2]1.[NH:30]1[CH2:33][CH2:32][CH2:31]1. (5) Given the product [C:22]([O:26][C:27](=[O:44])[C:28]1[C:33]([NH:34][C:35]2[CH:40]=[CH:39][C:38]([Br:41])=[CH:37][C:36]=2[Cl:42])=[C:32]([F:21])[C:31]([NH2:43])=[N:30][CH:29]=1)([CH3:25])([CH3:23])[CH3:24], predict the reactants needed to synthesize it. The reactants are: F[B-](F)(F)F.F[B-](F)(F)F.ClC[N+]12CC[N+]([F:21])(CC1)CC2.[C:22]([O:26][C:27](=[O:44])[C:28]1[C:33]([NH:34][C:35]2[CH:40]=[CH:39][C:38]([Br:41])=[CH:37][C:36]=2[Cl:42])=[CH:32][C:31]([NH2:43])=[N:30][CH:29]=1)([CH3:25])([CH3:24])[CH3:23].CO. (6) Given the product [CH3:29][CH2:28][O:27][C:26]([CH3:25])=[O:10].[CH3:29][CH2:28][O:27][C:26]([CH3:25])=[O:11], predict the reactants needed to synthesize it. The reactants are: C1C=CC2N([OH:10])N=NC=2C=1.[OH:11]N1C2C=CC=CC=2N=N1.CO.CO.[CH3:25][CH:26]1C[CH2:29][CH2:28][O:27]1. (7) Given the product [C:1]([CH2:6][CH2:7][N:8]([CH3:28])[CH2:9][C@H:10]1[O:14][C@@H:13]([N:15]2[C:24]3[N:23]=[CH:22][N:21]=[C:19]([NH2:20])[C:18]=3[N:17]=[C:16]2[CH2:25][CH3:29])[C@H:12]([OH:26])[C@@H:11]1[OH:27])([O:3][CH2:4][CH3:5])=[O:2], predict the reactants needed to synthesize it. The reactants are: [C:1]([CH2:6][CH2:7][N:8]([CH3:28])[CH2:9][C@H:10]1[O:14][C@@H:13]([N:15]2[C:24]3[N:23]=[CH:22][N:21]=[C:19]([NH2:20])[C:18]=3[N:17]=[C:16]2[CH3:25])[C@H:12]([OH:26])[C@@H:11]1[OH:27])([O:3][CH2:4][CH3:5])=[O:2].[CH3:29]NC[C@H]1O[C@@H](N2C3N=CN=C(N)C=3N=C2CC)[C@H](O)[C@@H]1O.ClCCC(OCC)=O.CCN(C(C)C)C(C)C. (8) Given the product [CH3:1][C:2]1[S:3][C:4]([C:8]2[N:9]=[C:10]([NH:13][C:14]3[CH:15]=[C:16]([CH:20]=[CH:21][C:22]=3[O:23][CH2:25][CH2:24][CH3:29])[C:17]([NH2:19])=[O:18])[S:11][CH:12]=2)=[C:5]([CH3:7])[N:6]=1, predict the reactants needed to synthesize it. The reactants are: [CH3:1][C:2]1[S:3][C:4]([C:8]2[N:9]=[C:10]([NH:13][C:14]3[CH:15]=[C:16]([CH:20]=[CH:21][C:22]=3[OH:23])[C:17]([NH2:19])=[O:18])[S:11][CH:12]=2)=[C:5]([CH3:7])[N:6]=1.[C:24]1(P(C2C=CC=CC=2)C2C=CC=CC=2)[CH:29]=CC=C[CH:25]=1.C(O)CC.N(C(OC(C)C)=O)=NC(OC(C)C)=O. (9) Given the product [Cl:1][C:2]1[C:10]2[N:9]=[C:8]([C:11]([F:12])([F:13])[F:14])[N:7]([CH2:19][C:20]3[N:21]=[CH:22][S:23][CH:24]=3)[C:6]=2[CH:5]=[CH:4][C:3]=1[C:15]#[N:16], predict the reactants needed to synthesize it. The reactants are: [Cl:1][C:2]1[C:10]2[N:9]=[C:8]([C:11]([F:14])([F:13])[F:12])[NH:7][C:6]=2[CH:5]=[CH:4][C:3]=1[C:15]#[N:16].Cl.Cl[CH2:19][C:20]1[N:21]=[CH:22][S:23][CH:24]=1.